Dataset: Full USPTO retrosynthesis dataset with 1.9M reactions from patents (1976-2016). Task: Predict the reactants needed to synthesize the given product. Given the product [OH:1][C:2]1[CH:11]=[C:10]2[C:5]([CH:6]=[C:7]([C:14]3[CH:19]=[CH:18][C:17]([OH:20])=[CH:16][CH:15]=3)[CH:8]=[C:9]2[C:12]#[N:13])=[CH:4][CH:3]=1, predict the reactants needed to synthesize it. The reactants are: [OH:1][C:2]1[CH:11]=[C:10]2[C:5]([CH:6]=[C:7]([C:14]3[CH:19]=[CH:18][C:17]([O:20]C)=[CH:16][CH:15]=3)[CH:8]=[C:9]2[C:12]#[N:13])=[CH:4][CH:3]=1.Cl.[NH+]1C=CC=CC=1.